Dataset: NCI-60 drug combinations with 297,098 pairs across 59 cell lines. Task: Regression. Given two drug SMILES strings and cell line genomic features, predict the synergy score measuring deviation from expected non-interaction effect. (1) Drug 1: CC1=CC=C(C=C1)C2=CC(=NN2C3=CC=C(C=C3)S(=O)(=O)N)C(F)(F)F. Drug 2: C1CN(P(=O)(OC1)NCCCl)CCCl. Cell line: EKVX. Synergy scores: CSS=-4.93, Synergy_ZIP=0.889, Synergy_Bliss=-0.0852, Synergy_Loewe=-4.37, Synergy_HSA=-2.41. (2) Drug 1: COC1=C(C=C2C(=C1)N=CN=C2NC3=CC(=C(C=C3)F)Cl)OCCCN4CCOCC4. Drug 2: C(=O)(N)NO. Cell line: HT29. Synergy scores: CSS=19.2, Synergy_ZIP=-6.58, Synergy_Bliss=-4.69, Synergy_Loewe=-17.3, Synergy_HSA=-2.87. (3) Drug 1: CC1C(C(CC(O1)OC2CC(OC(C2O)C)OC3=CC4=CC5=C(C(=O)C(C(C5)C(C(=O)C(C(C)O)O)OC)OC6CC(C(C(O6)C)O)OC7CC(C(C(O7)C)O)OC8CC(C(C(O8)C)O)(C)O)C(=C4C(=C3C)O)O)O)O. Drug 2: CC1=C(N=C(N=C1N)C(CC(=O)N)NCC(C(=O)N)N)C(=O)NC(C(C2=CN=CN2)OC3C(C(C(C(O3)CO)O)O)OC4C(C(C(C(O4)CO)O)OC(=O)N)O)C(=O)NC(C)C(C(C)C(=O)NC(C(C)O)C(=O)NCCC5=NC(=CS5)C6=NC(=CS6)C(=O)NCCC[S+](C)C)O. Cell line: HCT-15. Synergy scores: CSS=55.9, Synergy_ZIP=-6.57, Synergy_Bliss=-4.71, Synergy_Loewe=0.118, Synergy_HSA=1.96. (4) Drug 1: CC=C1C(=O)NC(C(=O)OC2CC(=O)NC(C(=O)NC(CSSCCC=C2)C(=O)N1)C(C)C)C(C)C. Drug 2: COCCOC1=C(C=C2C(=C1)C(=NC=N2)NC3=CC=CC(=C3)C#C)OCCOC.Cl. Cell line: HS 578T. Synergy scores: CSS=69.4, Synergy_ZIP=2.83, Synergy_Bliss=1.04, Synergy_Loewe=-53.2, Synergy_HSA=1.28. (5) Drug 1: C1CN1C2=NC(=NC(=N2)N3CC3)N4CC4. Drug 2: C1=C(C(=O)NC(=O)N1)N(CCCl)CCCl. Cell line: UACC-257. Synergy scores: CSS=16.7, Synergy_ZIP=-5.80, Synergy_Bliss=-1.90, Synergy_Loewe=-3.67, Synergy_HSA=0.144. (6) Drug 1: C1=NC2=C(N=C(N=C2N1C3C(C(C(O3)CO)O)F)Cl)N. Drug 2: CCC1(C2=C(COC1=O)C(=O)N3CC4=CC5=C(C=CC(=C5CN(C)C)O)N=C4C3=C2)O.Cl. Cell line: EKVX. Synergy scores: CSS=4.07, Synergy_ZIP=-1.10, Synergy_Bliss=1.25, Synergy_Loewe=-3.13, Synergy_HSA=-0.651. (7) Drug 1: C1CCC(C1)C(CC#N)N2C=C(C=N2)C3=C4C=CNC4=NC=N3. Drug 2: C1CNP(=O)(OC1)N(CCCl)CCCl. Cell line: SF-539. Synergy scores: CSS=3.48, Synergy_ZIP=1.12, Synergy_Bliss=6.29, Synergy_Loewe=-9.41, Synergy_HSA=-0.487. (8) Drug 1: CN(C)C1=NC(=NC(=N1)N(C)C)N(C)C. Drug 2: CC1CCCC2(C(O2)CC(NC(=O)CC(C(C(=O)C(C1O)C)(C)C)O)C(=CC3=CSC(=N3)C)C)C. Cell line: KM12. Synergy scores: CSS=11.1, Synergy_ZIP=-6.04, Synergy_Bliss=-7.84, Synergy_Loewe=-4.21, Synergy_HSA=-4.21.